Dataset: Forward reaction prediction with 1.9M reactions from USPTO patents (1976-2016). Task: Predict the product of the given reaction. (1) Given the reactants [NH2:1][C@@H:2]1[CH2:7][CH2:6][C@H:5]([C:8]([OH:10])=[O:9])[CH2:4][CH2:3]1.[OH-].[Na+].[C:13]([O:17][C:18](O[C:18]([O:17][C:13]([CH3:16])([CH3:15])[CH3:14])=[O:19])=[O:19])([CH3:16])([CH3:15])[CH3:14], predict the reaction product. The product is: [CH3:14][C:13]([O:17][C:18]([NH:1][C@@H:2]1[CH2:7][CH2:6][C@H:5]([C:8]([OH:10])=[O:9])[CH2:4][CH2:3]1)=[O:19])([CH3:16])[CH3:15]. (2) Given the reactants [NH2:1][C@@H:2]([C:7]([OH:9])=[O:8])[CH2:3][CH2:4][S:5][CH3:6].N[C@H](C(O)=O)[C@H](CC)C.N[C@@H](C(O)=O)[C@@H](CC)C.N[C@H](C(O)=O)CC(C)C.N[C@@H](C(O)=O)CC(C)C.N[C@H](C(O)=O)C(C)C.N[C@@H](C(O)=O)C(C)C, predict the reaction product. The product is: [NH2:1][C@H:2]([C:7]([OH:9])=[O:8])[CH2:3][CH2:4][S:5][CH3:6]. (3) The product is: [CH2:10]1[O:11][C:3]2[CH:2]=[CH:1][C:6](/[CH:7]=[CH:12]/[C:13]([C:15]3[CH:20]=[C:19]([O:21][CH3:22])[CH:18]=[CH:17][C:16]=3[O:23][CH3:24])=[O:14])=[CH:5][C:4]=2[O:9]1. Given the reactants [CH:1]1[C:6]([CH:7]=O)=[CH:5][C:4]2[O:9][CH2:10][O:11][C:3]=2[CH:2]=1.[CH3:12][C:13]([C:15]1[CH:20]=[C:19]([O:21][CH3:22])[CH:18]=[CH:17][C:16]=1[O:23][CH3:24])=[O:14].[OH-].[Na+], predict the reaction product.